This data is from Full USPTO retrosynthesis dataset with 1.9M reactions from patents (1976-2016). The task is: Predict the reactants needed to synthesize the given product. (1) Given the product [I:1][C:2]1[CH:3]=[C:4]([C:8]2[N:33]([CH3:32])[C:35]3[C:40]([C:9]=2[CH2:10][CH2:11][CH2:12][N:13]2[CH2:18][CH2:17][CH:16]([C:19]4[CH:20]=[C:21]([NH:25][C:26](=[O:30])[CH:27]([CH3:29])[CH3:28])[CH:22]=[CH:23][CH:24]=4)[CH2:15][CH2:14]2)=[CH:39][CH:38]=[CH:37][CH:36]=3)[CH:5]=[CH:6][CH:7]=1, predict the reactants needed to synthesize it. The reactants are: [I:1][C:2]1[CH:3]=[C:4]([C:8](=O)[CH2:9][CH2:10][CH2:11][CH2:12][N:13]2[CH2:18][CH2:17][CH:16]([C:19]3[CH:20]=[C:21]([NH:25][C:26](=[O:30])[CH:27]([CH3:29])[CH3:28])[CH:22]=[CH:23][CH:24]=3)[CH2:15][CH2:14]2)[CH:5]=[CH:6][CH:7]=1.[CH3:32][N:33]([C:35]1[CH:40]=[CH:39][CH:38]=[CH:37][CH:36]=1)N. (2) The reactants are: [C:1]([CH:5]1[CH2:10][CH2:9][CH:8]([O:11][C:12]2[CH:13]=[C:14]3[C:19](=[CH:20][CH:21]=2)[CH:18]=[C:17]([CH2:22][N:23]2[CH2:28][CH2:27][C:26]([CH2:32]C)([C:29]([OH:31])=[O:30])[CH2:25][CH2:24]2)[CH:16]=[CH:15]3)[CH2:7][CH2:6]1)([CH3:4])([CH3:3])[CH3:2].N1CCCC(C(O)=O)CC1.C(=O)([O-])[O-].CO.C(C1CCC(OC2C=C3C(=CC=2)C=C(C=O)C=C3)CC1)(C)(C)C.C(O)(=O)C. Given the product [C:1]([CH:5]1[CH2:10][CH2:9][CH:8]([O:11][C:12]2[CH:13]=[C:14]3[C:19](=[CH:20][CH:21]=2)[CH:18]=[C:17]([CH2:22][N:23]2[CH2:24][CH2:25][CH2:32][CH:26]([C:29]([OH:31])=[O:30])[CH2:27][CH2:28]2)[CH:16]=[CH:15]3)[CH2:7][CH2:6]1)([CH3:3])([CH3:4])[CH3:2], predict the reactants needed to synthesize it. (3) Given the product [CH2:1]([C@H:8]1[CH2:9][N:10]([C:14]2[CH:19]=[CH:18][C:17]([O:20][CH:21]([F:22])[F:23])=[C:16]([O:24][CH:25]([F:27])[F:26])[CH:15]=2)[CH2:11][CH2:12][N:13]1[C:34](=[O:35])[CH2:33][C:31]1[NH:30][CH:29]=[N:28][CH:32]=1)[C:2]1[CH:3]=[CH:4][CH:5]=[CH:6][CH:7]=1, predict the reactants needed to synthesize it. The reactants are: [CH2:1]([C@@H:8]1[NH:13][CH2:12][CH2:11][N:10]([C:14]2[CH:19]=[CH:18][C:17]([O:20][CH:21]([F:23])[F:22])=[C:16]([O:24][CH:25]([F:27])[F:26])[CH:15]=2)[CH2:9]1)[C:2]1[CH:7]=[CH:6][CH:5]=[CH:4][CH:3]=1.[NH:28]1[CH:32]=[C:31]([CH2:33][C:34](O)=[O:35])[N:30]=[CH:29]1. (4) Given the product [CH3:1][C:2]1([CH3:22])[C:10]2=[CH:11][C:12]3[N:13]([C:24]4[CH:29]=[C:28]([C:30]5[CH:35]=[CH:34][CH:33]=[CH:32][CH:31]=5)[CH:27]=[C:26]([C:36]5[CH:41]=[CH:40][CH:39]=[CH:38][CH:37]=5)[CH:25]=4)[C:14]4[C:19]([C:20]=3[CH:21]=[C:9]2[C:8]2[C:3]1=[CH:4][CH:5]=[CH:6][CH:7]=2)=[CH:18][CH:17]=[CH:16][CH:15]=4, predict the reactants needed to synthesize it. The reactants are: [CH3:1][C:2]1([CH3:22])[C:10]2=[CH:11][C:12]3[NH:13][C:14]4[C:19]([C:20]=3[CH:21]=[C:9]2[C:8]2[C:3]1=[CH:4][CH:5]=[CH:6][CH:7]=2)=[CH:18][CH:17]=[CH:16][CH:15]=4.Br[C:24]1[CH:25]=[C:26]([C:36]2[CH:41]=[CH:40][CH:39]=[CH:38][CH:37]=2)[CH:27]=[C:28]([C:30]2[CH:35]=[CH:34][CH:33]=[CH:32][CH:31]=2)[CH:29]=1.CC([O-])(C)C.[Na+].C(P(C(C)(C)C)C(C)(C)C)(C)(C)C. (5) Given the product [ClH:2].[CH2:17]([C:5]1[CH:4]=[CH:3][C:12]2[C:11](=[O:13])[NH:10][C@H:9]3[CH2:14][NH:15][CH2:16][C@@H:8]3[C:7]=2[CH:6]=1)[CH3:18], predict the reactants needed to synthesize it. The reactants are: Cl.[Cl:2][C:3]1[C:12]2[C:11](=[O:13])[NH:10][C@H:9]3[CH2:14][NH:15][CH2:16][C@@H:8]3[C:7]=2[CH:6]=[C:5]([CH2:17][CH3:18])[CH:4]=1. (6) Given the product [C:12]([O:16][C:17]([N:19]1[CH2:24][CH2:23][N:22]([C:2]2[C:7]([N+:8]([O-:10])=[O:9])=[C:6]([Cl:11])[N:5]=[CH:4][N:3]=2)[CH2:21][CH2:20]1)=[O:18])([CH3:15])([CH3:13])[CH3:14], predict the reactants needed to synthesize it. The reactants are: Cl[C:2]1[C:7]([N+:8]([O-:10])=[O:9])=[C:6]([Cl:11])[N:5]=[CH:4][N:3]=1.[C:12]([O:16][C:17]([N:19]1[CH2:24][CH2:23][NH:22][CH2:21][CH2:20]1)=[O:18])([CH3:15])([CH3:14])[CH3:13].C(N(CC)CC)C.O. (7) Given the product [Cl:1][C:2]1[C:3]([C:16]2[C:24]3[C:19](=[CH:20][CH:21]=[CH:22][CH:23]=3)[N:18]([S:25]([C:28]3[CH:29]=[CH:30][CH:31]=[CH:32][CH:33]=3)(=[O:27])=[O:26])[CH:17]=2)=[N:4][C:5]([NH:8][C:9]2[CH:10]=[C:11]([NH:15][C:37](=[O:38])[CH2:36][CH2:35][NH:34][C:40](=[O:41])[O:42][C:43]([CH3:44])([CH3:45])[CH3:46])[CH:12]=[CH:13][CH:14]=2)=[N:6][CH:7]=1, predict the reactants needed to synthesize it. The reactants are: [Cl:1][C:2]1[C:3]([C:16]2[C:24]3[C:19](=[CH:20][CH:21]=[CH:22][CH:23]=3)[N:18]([S:25]([C:28]3[CH:33]=[CH:32][CH:31]=[CH:30][CH:29]=3)(=[O:27])=[O:26])[CH:17]=2)=[N:4][C:5]([NH:8][C:9]2[CH:14]=[CH:13][CH:12]=[C:11]([NH2:15])[CH:10]=2)=[N:6][CH:7]=1.[NH:34]([C:40]([O:42][C:43]([CH3:46])([CH3:45])[CH3:44])=[O:41])[CH2:35][CH2:36][C:37](O)=[O:38].CCN(CC)CC.CN(C(ON1N=NC2C=CC=CC1=2)=[N+](C)C)C.F[P-](F)(F)(F)(F)F. (8) Given the product [C:11]1([C@H:8]2[NH:7][C:5](=[O:6])[CH2:4][O:10][CH2:9]2)[CH:16]=[CH:15][CH:14]=[CH:13][CH:12]=1, predict the reactants needed to synthesize it. The reactants are: [H-].[Na+].Cl[CH2:4][C:5]([NH:7][C@H:8]([C:11]1[CH:16]=[CH:15][CH:14]=[CH:13][CH:12]=1)[CH2:9][OH:10])=[O:6]. (9) Given the product [C:6]([C:5]1[CH:8]=[CH:9][C:2]([O:1][CH2:14][CH2:15][CH2:16][O:17][C:18]2[CH:19]=[C:20]3[C:24](=[CH:25][CH:26]=2)[N:23]([CH2:27][C:28]([O:30][CH3:31])=[O:29])[CH:22]=[CH:21]3)=[C:3]([CH2:10][CH2:11][CH3:12])[CH:4]=1)#[N:7], predict the reactants needed to synthesize it. The reactants are: [OH:1][C:2]1[CH:9]=[CH:8][C:5]([C:6]#[N:7])=[CH:4][C:3]=1[CH2:10][CH2:11][CH3:12].Br[CH2:14][CH2:15][CH2:16][O:17][C:18]1[CH:19]=[C:20]2[C:24](=[CH:25][CH:26]=1)[N:23]([CH2:27][C:28]([O:30][CH3:31])=[O:29])[CH:22]=[CH:21]2.C(=O)([O-])[O-].[Cs+].[Cs+].